Predict the product of the given reaction. From a dataset of Forward reaction prediction with 1.9M reactions from USPTO patents (1976-2016). (1) Given the reactants C([O:8][C:9]1[CH:10]=[C:11]2[C:16](=[CH:17][C:18]=1[F:19])[N:15]([CH:20]1[CH2:25][CH2:24][O:23][CH2:22][CH2:21]1)[C:14](=[O:26])[N:13]([CH2:27][C:28]1[CH:33]=[CH:32][C:31]([O:34][CH3:35])=[C:30]([O:36][CH3:37])[CH:29]=1)[C:12]2=[O:38])C1C=CC=CC=1.C([O-])=O.[NH4+].C(Cl)Cl, predict the reaction product. The product is: [CH3:37][O:36][C:30]1[CH:29]=[C:28]([CH:33]=[CH:32][C:31]=1[O:34][CH3:35])[CH2:27][N:13]1[C:12](=[O:38])[C:11]2[C:16](=[CH:17][C:18]([F:19])=[C:9]([OH:8])[CH:10]=2)[N:15]([CH:20]2[CH2:25][CH2:24][O:23][CH2:22][CH2:21]2)[C:14]1=[O:26]. (2) Given the reactants C(OC([N:8]1[CH2:13][CH2:12][C:11](=[CH:14]/[CH:15]=[CH:16]/[C:17]2[CH:22]=[CH:21][CH:20]=[CH:19][CH:18]=2)[CH2:10][CH2:9]1)=O)(C)(C)C.FC(F)(F)C(O)=O.O.[OH-].[Na+], predict the reaction product. The product is: [C:17]1(/[CH:16]=[CH:15]/[CH:14]=[C:11]2[CH2:10][CH2:9][NH:8][CH2:13][CH2:12]2)[CH:22]=[CH:21][CH:20]=[CH:19][CH:18]=1. (3) The product is: [Br:46][C:47]1[CH:55]=[CH:54][CH:53]=[C:52]([CH3:56])[C:48]=1[C:49]([NH:1][CH:2]([C:3]1([N:8]([CH3:10])[CH3:9])[CH2:7][CH2:6][CH2:5][CH2:4]1)[C:11]1[CH:12]=[CH:13][CH:14]=[CH:15][CH:16]=1)=[O:50]. Given the reactants [NH2:1][CH:2]([C:11]1[CH:16]=[CH:15][CH:14]=[CH:13][CH:12]=1)[C:3]1([N:8]([CH3:10])[CH3:9])[CH2:7][CH2:6][CH2:5][CH2:4]1.ClC1C(C(F)(F)F)=CC=CC=1C(NC(C1(N(C)C)CCCC1)C1C=CC=CC=1)=O.[Br:46][C:47]1[CH:55]=[CH:54][CH:53]=[C:52]([CH3:56])[C:48]=1[C:49](O)=[O:50].ON1C2C=CC=CC=2N=N1.C1CCC(N=C=NC2CCCCC2)CC1, predict the reaction product. (4) Given the reactants C1(C2(C(O)=O)CCCC2)C=CC=CC=1.[CH3:15][CH:16](C)[CH:17]([C:40]1C=C[CH:43]=[CH:42][CH:41]=1)[C:18]([NH:20][C@@H:21]1[C@H:28]2[C@H:24]([CH2:25][N:26]([CH2:29][C:30]3[CH:35]=[CH:34][CH:33]=[C:32]([C:36]([F:39])([F:38])[F:37])[CH:31]=3)[CH2:27]2)[CH2:23][CH2:22]1)=[O:19].C(N1C[C@H]2C(N)CC[C@H]2C1)C1C=CC=CC=1, predict the reaction product. The product is: [F:37][C:36]([F:38])([F:39])[C:32]1[CH:31]=[C:30]([CH:35]=[CH:34][CH:33]=1)[CH2:29][N:26]1[CH2:27][C@H:28]2[C@@H:21]([NH:20][C:18]([CH:17]3[CH2:16][CH2:15][CH2:43][CH2:42][CH2:41][CH2:40]3)=[O:19])[CH2:22][CH2:23][C@H:24]2[CH2:25]1. (5) Given the reactants O=P12OP3(OP(OP(O3)(O1)=O)(=O)O2)=O.[CH2:15]1[CH2:25][C:23](=O)[C:22]2[C:17](=[CH:18][CH:19]=CC=2)[CH2:16]1.[C:26]1(=[O:32])[CH2:31][CH2:30][CH2:29][CH:28]=[CH:27]1.FC(F)(F)S(O)(=O)=O.[CH3:41][CH2:42]N(CC)CC, predict the reaction product. The product is: [O:32]=[C:26]1[CH:31]2[CH2:41][CH2:42][CH:28]([C:29]3[CH2:19][CH2:18][C:17]4[C:22]([C:30]=32)=[CH:23][CH:25]=[CH:15][CH:16]=4)[CH2:27]1. (6) Given the reactants [Cl:1][C:2]1[CH:11]=[C:10]([CH3:12])[CH:9]=[CH:8][C:3]=1[C:4]([O:6]C)=[O:5].[Li+].[OH-], predict the reaction product. The product is: [Cl:1][C:2]1[CH:11]=[C:10]([CH3:12])[CH:9]=[CH:8][C:3]=1[C:4]([OH:6])=[O:5]. (7) Given the reactants [N:1]([C:4](=[CH:10][C:11]1[C:12]2[N:13]([CH:17]=[CH:18][N:19]=2)[CH:14]=[CH:15][CH:16]=1)[C:5]([O:7][CH2:8][CH3:9])=[O:6])=[N+]=[N-].[K+].[Br-], predict the reaction product. The product is: [N:19]1[C:12]2=[C:11]3[CH:10]=[C:4]([C:5]([O:7][CH2:8][CH3:9])=[O:6])[N:1]=[C:16]3[CH:15]=[CH:14][N:13]2[CH2:17][CH:18]=1.